The task is: Predict the reactants needed to synthesize the given product.. This data is from Full USPTO retrosynthesis dataset with 1.9M reactions from patents (1976-2016). (1) Given the product [C:1]([C:3]1[CH:4]=[C:5]([C:13]2[O:17][N:16]=[C:15]([C:18]3[CH:19]=[CH:20][C:21]4[O:27][CH2:26][CH2:25][N:24]([CH2:28][CH2:29][C:30]([OH:32])=[O:31])[CH2:23][C:22]=4[CH:35]=3)[N:14]=2)[CH:6]=[CH:7][C:8]=1[O:9][CH:10]([CH3:11])[CH3:12])#[N:2], predict the reactants needed to synthesize it. The reactants are: [C:1]([C:3]1[CH:4]=[C:5]([C:13]2[O:17][N:16]=[C:15]([C:18]3[CH:19]=[CH:20][C:21]4[O:27][CH2:26][CH2:25][N:24]([CH2:28][CH2:29][C:30]([O:32]CC)=[O:31])[CH2:23][C:22]=4[CH:35]=3)[N:14]=2)[CH:6]=[CH:7][C:8]=1[O:9][CH:10]([CH3:12])[CH3:11])#[N:2].[OH-].[Na+]. (2) Given the product [Si:29]([O:30][CH2:31][C:32]1[C:41]2[C:36](=[CH:37][CH:38]=[CH:39][CH:40]=2)[C:35]([C:2]2[C:14]3[C:13]4[C:8](=[CH:9][C:10]([C:17]5[C:18]([CH3:23])=[N:19][O:20][C:21]=5[CH3:22])=[C:11]([O:15][CH3:16])[CH:12]=4)[NH:7][C:6]=3[N:5]=[C:4]([CH3:24])[N:3]=2)=[CH:34][CH:33]=1)([C:25]([CH3:28])([CH3:27])[CH3:26])([CH3:52])[CH3:51], predict the reactants needed to synthesize it. The reactants are: Cl[C:2]1[C:14]2[C:13]3[C:8](=[CH:9][C:10]([C:17]4[C:18]([CH3:23])=[N:19][O:20][C:21]=4[CH3:22])=[C:11]([O:15][CH3:16])[CH:12]=3)[NH:7][C:6]=2[N:5]=[C:4]([CH3:24])[N:3]=1.[C:25]([Si:29]([CH3:52])([CH3:51])[O:30][CH2:31][C:32]1[C:41]2[C:36](=[CH:37][CH:38]=[CH:39][CH:40]=2)[C:35](B2OC(C)(C)C(C)(C)O2)=[CH:34][CH:33]=1)([CH3:28])([CH3:27])[CH3:26].C([O-])([O-])=O.[Na+].[Na+]. (3) Given the product [CH3:16][C:13]([C:11]1[S:12][C:8]([C:6]2[CH:5]=[CH:4][N:3]=[CH:2][N:7]=2)=[C:9]([C:17]2[C:18]([F:36])=[C:19]([NH:24][S:25]([C:28]3[CH:33]=[C:32]([F:34])[CH:31]=[CH:30][C:29]=3[F:35])(=[O:27])=[O:26])[CH:20]=[CH:21][C:22]=2[F:23])[N:10]=1)([CH3:14])[CH3:15], predict the reactants needed to synthesize it. The reactants are: Cl[C:2]1[N:7]=[C:6]([C:8]2[S:12][C:11]([C:13]([CH3:16])([CH3:15])[CH3:14])=[N:10][C:9]=2[C:17]2[C:18]([F:36])=[C:19]([NH:24][S:25]([C:28]3[CH:33]=[C:32]([F:34])[CH:31]=[CH:30][C:29]=3[F:35])(=[O:27])=[O:26])[CH:20]=[CH:21][C:22]=2[F:23])[CH:5]=[CH:4][N:3]=1.C([O-])=O.[NH4+]. (4) Given the product [Cl:3][C:4]1[CH:5]=[N:6][CH:7]=[C:8]([Cl:12])[C:9]=1[CH2:10][OH:11], predict the reactants needed to synthesize it. The reactants are: [BH4-].[Na+].[Cl:3][C:4]1[CH:5]=[N:6][CH:7]=[C:8]([Cl:12])[C:9]=1[CH:10]=[O:11]. (5) Given the product [C:1]([O:7][CH2:8][N:9]1[C:13]2[N:14]=[CH:15][N:16]=[C:17]([C:18]3[CH:19]=[N:20][N:21]([C@@H:23]([CH:27]4[CH2:31][CH2:30][CH2:29][CH2:28]4)[CH2:24][C:25]#[N:26])[CH:22]=3)[C:12]=2[CH:11]=[CH:10]1)(=[O:6])[C:2]([CH3:4])([CH3:5])[CH3:3].[C:1]([O:7][CH2:8][N:9]1[C:13]2[N:14]=[CH:15][N:16]=[C:17]([C:18]3[CH:19]=[N:20][N:21]([C@H:23]([CH:27]4[CH2:31][CH2:30][CH2:29][CH2:28]4)[CH2:24][C:25]#[N:26])[CH:22]=3)[C:12]=2[CH:11]=[CH:10]1)(=[O:6])[C:2]([CH3:4])([CH3:5])[CH3:3], predict the reactants needed to synthesize it. The reactants are: [C:1]([O:7][CH2:8][N:9]1[C:13]2[N:14]=[CH:15][N:16]=[C:17]([C:18]3[CH:19]=[N:20][N:21]([CH:23]([CH:27]4[CH2:31][CH2:30][CH2:29][CH2:28]4)[CH2:24][C:25]#[N:26])[CH:22]=3)[C:12]=2[CH:11]=[CH:10]1)(=[O:6])[C:2]([CH3:5])([CH3:4])[CH3:3].C[Si](CCOCCl)(C)C.ClC1N=CNC2=NC=CC=12. (6) Given the product [F:42][CH:40]([F:41])[C:35]1[CH:34]=[C:33]([C@H:17]([NH:16][C:2]2[C:3]3[N:11]=[CH:10][CH:9]=[C:8]([C:12]([NH2:14])=[O:13])[C:4]=3[N:5]=[CH:6][N:7]=2)[CH2:18][NH:19][CH3:32])[CH:38]=[CH:37][C:36]=1[F:39], predict the reactants needed to synthesize it. The reactants are: O[C:2]1[C:3]2[N:11]=[CH:10][CH:9]=[C:8]([C:12]([NH2:14])=[O:13])[C:4]=2[N:5]=[CH:6][N:7]=1.Cl.[NH2:16][C@@H:17]([C:33]1[CH:38]=[CH:37][C:36]([F:39])=[C:35]([CH:40]([F:42])[F:41])[CH:34]=1)[CH2:18][N:19]([CH3:32])S(C1C=CC([N+]([O-])=O)=CC=1)(=O)=O. (7) Given the product [CH3:1][C:2]1[CH:11]=[C:10]2[C:5]([CH:6]=[CH:7][C:8](=[O:15])[NH:9]2)=[CH:4][CH:3]=1, predict the reactants needed to synthesize it. The reactants are: [CH3:1][C:2]1[CH:11]=[C:10]2[C:5]([CH:6]=[CH:7][CH:8]=[N+:9]2[O-])=[CH:4][CH:3]=1.C(OC(=O)C)(=[O:15])C.